From a dataset of Experimentally validated miRNA-target interactions with 360,000+ pairs, plus equal number of negative samples. Binary Classification. Given a miRNA mature sequence and a target amino acid sequence, predict their likelihood of interaction. (1) The miRNA is hsa-miR-8054 with sequence GAAAGUACAGAUCGGAUGGGU. The protein sequence of the target gene is MIGGLFIYNHKGEVLISRVYRDDIGRNAVDAFRVNVIHARQQVRSPVTNIARTSFFHVKRSNIWLAAVTKQNVNAAMVFEFLYKMCDVMAAYFGKISEENIKNNFVLIYELLDEILDFGYPQNSETGALKTFITQQGIKSQHQTKEEQSQITSQVTGQIGWRREGIKYRRNELFLDVLESVNLLMSPQGQVLSAHVSGRVVMKSYLSGMPECKFGMNDKIVIEKQGKGTADETSKSGKQSIAIDDCTFHQCVRLSKFDSERSISFIPPDGEFELMRYRTTKDIILPFRVIPLVREVGRTK.... Result: 0 (no interaction). (2) The miRNA is hsa-miR-1256 with sequence AGGCAUUGACUUCUCACUAGCU. The protein sequence of the target gene is MWPRLAFCCWGLALVSGWATFQQMSPSRNFSFRLFPETAPGAPGSIPAPPAPGDEAAGSRVERLGQAFRRRVRLLRELSERLELVFLVDDSSSVGEVNFRSELMFVRKLLSDFPVVPTATRVAIVTFSSKNYVVPRVDYISTRRARQHKCALLLQEIPAISYRGGGTYTKGAFQQAAQILLHARENSTKVVFLITDGYSNGGDPRPIAASLRDSGVEIFTFGIWQGNIRELNDMASTPKEEHCYLLHSFEEFEALARRALHEDLPSGSFIQDDMVHCSYLCDEGKDCCDRMGSCKCGTHT.... Result: 0 (no interaction). (3) The miRNA is hsa-miR-4330 with sequence CCUCAGAUCAGAGCCUUGC. The protein sequence of the target gene is MKVLAAGVVPLLLVLHWKHGAGSPLPITPVNATCAIRHPCHNNLMNQIRSQLAQLNGSANALFILYYTAQGEPFPNNLDKLCGPNVTDFPPFHANGTEKAKLVELYRIVVYLGTSLGNITRDQKILNPSALSLHSKLNATADILRGLLSNVLCRLCSKYHVGHVDVTYGPDTSGKDVFQKKKLGCQLLGKYKQIIAVLAQAF. Result: 1 (interaction). (4) Result: 0 (no interaction). The protein sequence of the target gene is MEATAKFDFMASGEDELSFRTGDILKILSNQEEWLKAELGSQEGYVPKNFIDIEFPEWFHEGLSRHQAENLLMGKDIGFFIIRASQSSPGDFSISVRHEDDVQHFKVMRDTKGNYFLWTEKFPSLNKLVDYYRTTSISKQKQVFLRDGTQDQGHRGNSLDRRSQGGPHPSGTVGEEIRPSVNRKLSDHLPLGPQQFHPHQQPSPQFTPGPQPPQQQRYLQHFHQDRRGGSLDINDGHCGLGSEVNATLMHRRHTDPVQLQAAGRVRWARALYDFEALEEDELGFRSGEVVEVLDSSNPSW.... The miRNA is mmu-miR-6973a-3p with sequence CACUCUAACCCUACCUACCCAU. (5) The miRNA is hsa-miR-548as-3p with sequence UAAAACCCACAAUUAUGUUUGU. Result: 1 (interaction). The protein sequence of the target gene is MEKLYSENEGMASNQGKMENEEQPQDERKPEVTCTLEDKKLENEGKTENKGKTGDEEMLKDKGKPESEGEAKEGKSEREGESEMEGGSEREGKPEIEGKPESEGEPGSETRAAGKRPAEDDVPRKAKRKTNKGLAHYLKEYKEAIHDMNFSNEDMIREFDNMAKVQDEKRKSKQKLGAFLWMQRNLQDPFYPRGPREFRGGCRAPRRDIEDIPYV. (6) The protein sequence of the target gene is MGVCGYLFLPWKCLVVVSLRLLFLVPTGVPVRSGDATFPKAMDNVTVRQGESATLRCTIDDRVTRVAWLNRSTILYAGNDKWSIDPRVIILVNTPTQYSIMIQNVDVYDEGPYTCSVQTDNHPKTSRVHLIVQVPPQIMNISSDITVNEGSSVTLLCLAIGRPEPTVTWRHLSVKEGQGFVSEDEYLEISDIKRDQSGEYECSALNDVAAPDVRKVKITVNYPPYISKAKNTGVSVGQKGILSCEASAVPMAEFQWFKEETRLATGLDGMRIENKGRMSTLTFFNVSEKDYGNYTCVATN.... Result: 0 (no interaction). The miRNA is mmu-miR-383-5p with sequence AGAUCAGAAGGUGACUGUGGCU. (7) The miRNA is mmu-miR-701-5p with sequence UUAGCCGCUGAAAUAGAUGGA. The protein sequence of the target gene is MDKVCAVFGGSRGIGRAVAQLMARKGYRLAVIARNLEGAKAAAGDLGGDHLAFSCDVAKEHDVQNTFEELEKHLGRVNFLVNAAGINRDGLLVRTKTEDMVSQLHTNLLGSMLTCKAAMRTMIQQQGGSIVNVGSIVGLKGNSGQSVYSASKGGLVGFSRALAKEVARKKIRVNVVAPGFVHTDMTKDLKEEHLKKNIPLGRFGETIEVAHAVVFLLESPYITGHVLVVDGGLQLIL. Result: 0 (no interaction).